This data is from Forward reaction prediction with 1.9M reactions from USPTO patents (1976-2016). The task is: Predict the product of the given reaction. (1) Given the reactants [C:1]([CH2:3][C:4]([OH:6])=[O:5])#[N:2].[C:7](Cl)(=O)C(Cl)=O.[F:13][C:14](=[CH:17][CH2:18]C)[CH2:15]O.C(N(CC)CC)C, predict the reaction product. The product is: [C:1]([CH2:3][C:4]([O:6][CH2:15][C:14]([F:13])=[C:17]([CH3:18])[CH3:7])=[O:5])#[N:2]. (2) Given the reactants CCCC[N+](CCCC)(CCCC)CCCC.[F-].[N:19]([CH2:22][C@@H:23]([C:32]1[CH:41]=[CH:40][C:39]([O:42][CH2:43][C:44]2[CH:49]=[CH:48][CH:47]=[CH:46][CH:45]=2)=[C:38]2[C:33]=1[CH:34]=[CH:35][C:36](=[O:50])[NH:37]2)[O:24][Si](C(C)(C)C)(C)C)=[N+:20]=[N-:21], predict the reaction product. The product is: [N:19]([CH2:22][C@@H:23]([C:32]1[CH:41]=[CH:40][C:39]([O:42][CH2:43][C:44]2[CH:49]=[CH:48][CH:47]=[CH:46][CH:45]=2)=[C:38]2[C:33]=1[CH:34]=[CH:35][C:36](=[O:50])[NH:37]2)[OH:24])=[N+:20]=[N-:21]. (3) Given the reactants [CH:1]1([NH:4][C:5](=[O:38])[C:6]2[CH:11]=[C:10]([F:12])[C:9]([CH3:13])=[C:8]([C:14]3[CH:15]=[C:16]4[C:21](=[CH:22][CH:23]=3)[C:20](=[O:24])[N:19]([CH2:25][CH:26]3[CH2:28][CH2:27]3)[CH:18]=[C:17]4[CH2:29][N:30]3[CH2:35][CH2:34][NH:33][C@@H:32]([CH2:36][OH:37])[CH2:31]3)[CH:7]=2)[CH2:3][CH2:2]1.C=O.[C:41](O[BH-](OC(=O)C)OC(=O)C)(=O)C.[Na+].O, predict the reaction product. The product is: [CH:1]1([NH:4][C:5](=[O:38])[C:6]2[CH:11]=[C:10]([F:12])[C:9]([CH3:13])=[C:8]([C:14]3[CH:15]=[C:16]4[C:21](=[CH:22][CH:23]=3)[C:20](=[O:24])[N:19]([CH2:25][CH:26]3[CH2:28][CH2:27]3)[CH:18]=[C:17]4[CH2:29][N:30]3[CH2:35][CH2:34][N:33]([CH3:41])[C@@H:32]([CH2:36][OH:37])[CH2:31]3)[CH:7]=2)[CH2:3][CH2:2]1. (4) The product is: [C:1]1([C:20]2[CH:25]=[CH:24][CH:23]=[CH:22][CH:21]=2)[CH:6]=[CH:5][C:4]([NH:7][C:8]2[CH:13]=[N:12][CH:11]=[C:10]3[S:14][C:15]([C:17]([Cl:29])=[O:18])=[CH:16][C:9]=23)=[CH:3][CH:2]=1. Given the reactants [C:1]1([C:20]2[CH:25]=[CH:24][CH:23]=[CH:22][CH:21]=2)[CH:6]=[CH:5][C:4]([NH:7][C:8]2[CH:13]=[N:12][CH:11]=[C:10]3[S:14][C:15]([C:17](O)=[O:18])=[CH:16][C:9]=23)=[CH:3][CH:2]=1.C(Cl)(=O)C([Cl:29])=O, predict the reaction product. (5) Given the reactants [F:1][C:2]1[CH:10]=[C:9]([N:11]2[CH2:16][CH2:15][N:14]3[CH2:17][CH2:18][CH2:19][C@H:13]3[CH2:12]2)[CH:8]=[CH:7][C:3]=1[C:4]([OH:6])=O.CN(C(ON1N=NC2C=CC=NC1=2)=[N+](C)C)C.F[P-](F)(F)(F)(F)F.C(N(C(C)C)C(C)C)C.Br.[CH3:54][C:55]1[N:56]=[C:57]2[CH:62]=[CH:61][C:60]([NH2:63])=[CH:59][N:58]2[CH:64]=1, predict the reaction product. The product is: [F:1][C:2]1[CH:10]=[C:9]([N:11]2[CH2:16][CH2:15][N:14]3[CH2:17][CH2:18][CH2:19][C@H:13]3[CH2:12]2)[CH:8]=[CH:7][C:3]=1[C:4]([NH:63][C:60]1[CH:61]=[CH:62][C:57]2[N:58]([CH:64]=[C:55]([CH3:54])[N:56]=2)[CH:59]=1)=[O:6]. (6) The product is: [CH3:1][O:2][C:3]1[CH:4]=[C:5]([CH2:17][C:18]([OH:20])=[O:19])[CH:6]=[CH:7][C:8]=1[C:26]1[CH:25]=[CH:24][N:23]=[C:22]([CH3:21])[CH:27]=1. Given the reactants [CH3:1][O:2][C:3]1[CH:4]=[C:5]([CH2:17][C:18]([OH:20])=[O:19])[CH:6]=[CH:7][C:8]=1OS(C(F)(F)F)(=O)=O.[CH3:21][C:22]1[CH:27]=[C:26]([Sn](CCCC)(CCCC)CCCC)[CH:25]=[CH:24][N:23]=1.CS(C)=O, predict the reaction product.